From a dataset of Reaction yield outcomes from USPTO patents with 853,638 reactions. Predict the reaction yield, written as a fraction of the theoretical maximum amount of product (1.0 means a 100% yield; for example, 0.34 means a 34% yield). The reactants are C[O:2][C:3]([C:5]1([CH2:13][NH:14][C:15]([O:17][C:18]([CH3:21])([CH3:20])[CH3:19])=[O:16])[C:7]2([CH2:12][CH2:11][CH2:10][CH2:9][CH2:8]2)[CH2:6]1)=[O:4].O[Li].O. The catalyst is O. The product is [C:18]([O:17][C:15]([NH:14][CH2:13][C:5]1([C:3]([OH:4])=[O:2])[C:7]2([CH2:12][CH2:11][CH2:10][CH2:9][CH2:8]2)[CH2:6]1)=[O:16])([CH3:21])([CH3:19])[CH3:20]. The yield is 0.630.